Dataset: Full USPTO retrosynthesis dataset with 1.9M reactions from patents (1976-2016). Task: Predict the reactants needed to synthesize the given product. (1) Given the product [F:56][C:44]1[C:43]([F:57])=[C:42]([O:41][CH2:39][CH3:40])[CH:47]=[CH:46][C:45]=1[C@H:48]1[CH2:49][CH2:50][C@H:51]([CH:33]=[CH:9][C:8]2[CH:29]=[CH:30][C:5]([O:4][CH2:2][CH3:3])=[C:6]([F:32])[C:7]=2[F:31])[CH2:52][CH2:53]1, predict the reactants needed to synthesize it. The reactants are: [Cl-].[CH2:2]([O:4][C:5]1[CH:30]=[CH:29][C:8]([CH2:9][P+](C2C=CC=CC=2)(C2C=CC=CC=2)C2C=CC=CC=2)=[C:7]([F:31])[C:6]=1[F:32])[CH3:3].[CH3:33]C(C)([O-])C.[K+].[CH2:39]([O:41][C:42]1[CH:47]=[CH:46][C:45]([C:48]2(C=O)[CH2:53][CH2:52][CH2:51][CH2:50][CH2:49]2)=[C:44]([F:56])[C:43]=1[F:57])[CH3:40].Cl. (2) Given the product [C:31]([NH:34][C:35]1[N:44]=[CH:43][C:42]2[C:37](=[CH:38][C:39]([C:2]#[C:1][C:3]3[CH:4]=[C:5]([CH:27]=[CH:28][C:29]=3[CH3:30])[C:6]([NH:8][C:9]3[CH:14]=[CH:13][C:12]([CH2:15][N:16]4[CH2:17][CH2:18][N:19]([CH3:22])[CH2:20][CH2:21]4)=[C:11]([C:23]([F:25])([F:24])[F:26])[CH:10]=3)=[O:7])=[CH:40][CH:41]=2)[N:36]=1)(=[O:33])[CH3:32], predict the reactants needed to synthesize it. The reactants are: [C:1]([C:3]1[CH:4]=[C:5]([CH:27]=[CH:28][C:29]=1[CH3:30])[C:6]([NH:8][C:9]1[CH:14]=[CH:13][C:12]([CH2:15][N:16]2[CH2:21][CH2:20][N:19]([CH3:22])[CH2:18][CH2:17]2)=[C:11]([C:23]([F:26])([F:25])[F:24])[CH:10]=1)=[O:7])#[CH:2].[C:31]([NH:34][C:35]1[N:44]=[CH:43][C:42]2[C:37](=[CH:38][C:39](Br)=[CH:40][CH:41]=2)[N:36]=1)(=[O:33])[CH3:32]. (3) Given the product [CH:9]([C:11]1[CH:16]=[C:15]([C:2]2[CH:7]=[CH:6][CH:5]=[CH:4][C:3]=2[Cl:8])[CH:14]=[CH:13][CH:12]=1)=[O:10], predict the reactants needed to synthesize it. The reactants are: Br[C:2]1[CH:7]=[CH:6][CH:5]=[CH:4][C:3]=1[Cl:8].[CH:9]([C:11]1[CH:12]=[C:13](B(O)O)[CH:14]=[CH:15][CH:16]=1)=[O:10].C(=O)([O-])[O-].[Na+].[Na+].C(OCC)(=O)C. (4) Given the product [C:37]([C:34]1[CH:33]=[CH:32][C:31]([O:30][C:28]([O:27][CH2:26][C:25]([C:22]2[CH:23]=[CH:24][C:9]([OH:8])=[C:10]([CH:21]=2)[C:11]([OH:13])=[O:12])=[O:41])=[O:29])=[CH:36][CH:35]=1)([CH3:40])([CH3:38])[CH3:39], predict the reactants needed to synthesize it. The reactants are: C([O:8][C:9]1[CH:24]=[CH:23][C:22]([C:25](=[O:41])[CH2:26][O:27][C:28]([O:30][C:31]2[CH:36]=[CH:35][C:34]([C:37]([CH3:40])([CH3:39])[CH3:38])=[CH:33][CH:32]=2)=[O:29])=[CH:21][C:10]=1[C:11]([O:13]CC1C=CC=CC=1)=[O:12])C1C=CC=CC=1.[H][H]. (5) Given the product [Cl:18][C:16]1[CH:15]=[CH:14][C:13]([O:19][CH2:20][C:21]2[CH:22]=[CH:23][CH:24]=[CH:25][CH:26]=2)=[C:12]([CH2:11][N:8]2[CH:9]=[CH:10][C:6]([C:4]([OH:5])=[O:3])=[N:7]2)[CH:17]=1, predict the reactants needed to synthesize it. The reactants are: C([O:3][C:4]([C:6]1[CH:10]=[CH:9][N:8]([CH2:11][C:12]2[CH:17]=[C:16]([Cl:18])[CH:15]=[CH:14][C:13]=2[O:19][CH2:20][C:21]2[CH:26]=[CH:25][CH:24]=[CH:23][CH:22]=2)[N:7]=1)=[O:5])C.[OH-].[Na+].